Dataset: Catalyst prediction with 721,799 reactions and 888 catalyst types from USPTO. Task: Predict which catalyst facilitates the given reaction. (1) Reactant: Br[C:2]1[CH:3]=[C:4]([CH:7]=[CH:8][CH:9]=1)[CH2:5][OH:6].[F:10][C:11]([F:22])([F:21])[C:12]1[CH:17]=[CH:16][C:15](B(O)O)=[CH:14][CH:13]=1.C([O-])([O-])=O.[Na+].[Na+]. The catalyst class is: 108. Product: [F:10][C:11]([F:22])([F:21])[C:12]1[CH:17]=[CH:16][C:15]([C:2]2[CH:9]=[CH:8][CH:7]=[C:4]([CH2:5][OH:6])[CH:3]=2)=[CH:14][CH:13]=1. (2) Reactant: [CH3:1][NH:2][CH3:3].[Cl:4][C:5]1[CH:10]=[CH:9][CH:8]=[CH:7][C:6]=1[C@H:11]([N:21]([C:47]1[CH:52]=[CH:51][CH:50]=[C:49]([F:53])[CH:48]=1)[C:22]([C@@H:24]1[CH2:28][C@@H:27]([O:29][CH2:30][CH2:31]OS(C2C=CC(C)=CC=2)(=O)=O)[CH2:26][N:25]1[C:43]([O:45][CH3:46])=[O:44])=[O:23])[C:12]([NH:14][CH:15]1[CH2:18][C:17]([F:20])([F:19])[CH2:16]1)=[O:13]. Product: [Cl:4][C:5]1[CH:10]=[CH:9][CH:8]=[CH:7][C:6]=1[C@H:11]([N:21]([C:47]1[CH:52]=[CH:51][CH:50]=[C:49]([F:53])[CH:48]=1)[C:22]([C@@H:24]1[CH2:28][C@@H:27]([O:29][CH2:30][CH2:31][N:2]([CH3:3])[CH3:1])[CH2:26][N:25]1[C:43]([O:45][CH3:46])=[O:44])=[O:23])[C:12]([NH:14][CH:15]1[CH2:16][C:17]([F:20])([F:19])[CH2:18]1)=[O:13]. The catalyst class is: 1. (3) Reactant: Br[CH2:2][CH:3]1[O:8][C:7]2[CH:9]=[C:10]([S:14]([CH3:17])(=[O:16])=[O:15])[CH:11]=[C:12]([F:13])[C:6]=2[CH2:5][O:4]1.[NH:18]1[CH2:22][CH2:21][CH2:20][CH2:19]1. Product: [F:13][C:12]1[C:6]2[CH2:5][O:4][CH:3]([CH2:2][N:18]3[CH2:22][CH2:21][CH2:20][CH2:19]3)[O:8][C:7]=2[CH:9]=[C:10]([S:14]([CH3:17])(=[O:16])=[O:15])[CH:11]=1. The catalyst class is: 14. (4) Reactant: [O:1]1[C:5]2[CH:6]=[CH:7][CH:8]=[CH:9][C:4]=2[CH:3]=[C:2]1[CH:10](O)[CH:11]1[C:15](=[O:16])[C:14]([C:17]2[C:22]([CH3:23])=[CH:21][C:20]([CH3:24])=[CH:19][C:18]=2[CH3:25])=[C:13]([O:26][CH3:27])[CH2:12]1.C(=O)([O-])[O-].[K+].[K+].CI. Product: [O:1]1[C:5]2[CH:6]=[CH:7][CH:8]=[CH:9][C:4]=2[CH:3]=[C:2]1/[CH:10]=[C:11]1\[CH2:12][C:13]([O:26][CH3:27])=[C:14]([C:17]2[C:18]([CH3:25])=[CH:19][C:20]([CH3:24])=[CH:21][C:22]=2[CH3:23])[C:15]\1=[O:16]. The catalyst class is: 5.